Predict the product of the given reaction. From a dataset of Forward reaction prediction with 1.9M reactions from USPTO patents (1976-2016). (1) Given the reactants C(N(CC)CC)C.[Cl:8][C:9]1[C:18]([N+:19]([O-:21])=[O:20])=[C:17](Cl)[C:16]2[C:11](=[CH:12][CH:13]=[CH:14][CH:15]=2)[N:10]=1.[NH2:23][CH2:24][C:25]1([OH:31])[CH2:30][CH2:29][S:28][CH2:27][CH2:26]1, predict the reaction product. The product is: [Cl:8][C:9]1[C:18]([N+:19]([O-:21])=[O:20])=[C:17]([NH:23][CH2:24][C:25]2([OH:31])[CH2:30][CH2:29][S:28][CH2:27][CH2:26]2)[C:16]2[C:11](=[CH:12][CH:13]=[CH:14][CH:15]=2)[N:10]=1. (2) Given the reactants [CH3:1][C:2]1[N:3]=[C:4]2[S:22][CH:21]=[CH:20][N:5]2[C:6](=[O:19])[C:7]=1[C:8]1[CH:13]=[CH:12][C:11]([O:14][C:15]([F:18])([F:17])[F:16])=[CH:10][CH:9]=1.[CH2:23]([O:27][C:28]1[C:35]([O:36][CH3:37])=[CH:34][CH:33]=[CH:32][C:29]=1[CH:30]=O)[CH2:24][CH2:25][CH3:26].[O-]CC.[Na+], predict the reaction product. The product is: [CH2:23]([O:27][C:28]1[C:35]([O:36][CH3:37])=[CH:34][CH:33]=[CH:32][C:29]=1/[CH:30]=[CH:1]/[C:2]1[N:3]=[C:4]2[S:22][CH:21]=[CH:20][N:5]2[C:6](=[O:19])[C:7]=1[C:8]1[CH:13]=[CH:12][C:11]([O:14][C:15]([F:17])([F:18])[F:16])=[CH:10][CH:9]=1)[CH2:24][CH2:25][CH3:26]. (3) Given the reactants [CH2:1]([NH:8][C:9]([N:11]1[CH:16]2[C@H:17]([CH3:41])[N:18]([CH2:30][C:31]3[CH:32]=[CH:33][CH:34]=[C:35]4[C:40]=3[N:39]=[CH:38][CH:37]=[CH:36]4)[C:19](=[O:29])[C@H:20]([CH2:21][C:22]3[CH:27]=[CH:26][C:25]([OH:28])=[CH:24][CH:23]=3)[N:15]2[C:14](=[O:42])[CH2:13][N:12]1[CH3:43])=[O:10])[C:2]1[CH:7]=[CH:6][CH:5]=[CH:4][CH:3]=1.C1COCC1.[C:49](Cl)(=[O:54])[CH2:50][CH2:51][CH2:52][CH3:53].C(N(CC)CC)C, predict the reaction product. The product is: [C:49]([O:28][C:25]1[CH:24]=[CH:23][C:22]([CH2:21][C@@H:20]2[N:15]3[CH:16]([N:11]([C:9](=[O:10])[NH:8][CH2:1][C:2]4[CH:3]=[CH:4][CH:5]=[CH:6][CH:7]=4)[N:12]([CH3:43])[CH2:13][C:14]3=[O:42])[C@H:17]([CH3:41])[N:18]([CH2:30][C:31]3[CH:32]=[CH:33][CH:34]=[C:35]4[C:40]=3[N:39]=[CH:38][CH:37]=[CH:36]4)[C:19]2=[O:29])=[CH:27][CH:26]=1)(=[O:54])[CH2:50][CH2:51][CH2:52][CH3:53]. (4) Given the reactants Br[C:2]1[C:7](=[O:8])[N:6]([CH2:9][C:10]2[CH:15]=[CH:14][C:13]([C:16]3[C:17]([C:22]#[N:23])=[CH:18][CH:19]=[CH:20][CH:21]=3)=[CH:12][CH:11]=2)[C:5]([CH2:24][CH2:25][CH3:26])=[N:4][C:3]=1[CH2:27][CH3:28].[CH3:29][O:30][C:31]1[CH:36]=[CH:35][C:34](B(O)O)=[CH:33][CH:32]=1.C(=O)([O-])[O-].[Cs+].[Cs+], predict the reaction product. The product is: [CH2:27]([C:3]1[N:4]=[C:5]([CH2:24][CH2:25][CH3:26])[N:6]([CH2:9][C:10]2[CH:11]=[CH:12][C:13]([C:16]3[C:17]([C:22]#[N:23])=[CH:18][CH:19]=[CH:20][CH:21]=3)=[CH:14][CH:15]=2)[C:7](=[O:8])[C:2]=1[C:34]1[CH:35]=[CH:36][C:31]([O:30][CH3:29])=[CH:32][CH:33]=1)[CH3:28]. (5) Given the reactants [CH:1]1([N:5]2[CH2:11][CH2:10][CH2:9][N:8]([C:12]([C@@H:14]3[CH2:18][C@H:17]([O:19][C:20]4[CH:25]=[CH:24][C:23]([F:26])=[CH:22][CH:21]=4)[CH2:16][NH:15]3)=[O:13])[CH2:7][CH2:6]2)[CH2:4][CH2:3][CH2:2]1.CCN(CC)CC.[C:34](Cl)(=[O:36])[CH3:35], predict the reaction product. The product is: [CH:1]1([N:5]2[CH2:11][CH2:10][CH2:9][N:8]([C:12]([C@@H:14]3[CH2:18][C@H:17]([O:19][C:20]4[CH:21]=[CH:22][C:23]([F:26])=[CH:24][CH:25]=4)[CH2:16][N:15]3[C:34](=[O:36])[CH3:35])=[O:13])[CH2:7][CH2:6]2)[CH2:2][CH2:3][CH2:4]1. (6) Given the reactants [NH2:1][C:2]1[C:10]([CH3:11])=[CH:9][C:8]([Br:12])=[CH:7][C:3]=1[C:4]([OH:6])=[O:5].[C:13](=O)([O-])[O-].[Cs+].[Cs+].IC, predict the reaction product. The product is: [NH2:1][C:2]1[C:10]([CH3:11])=[CH:9][C:8]([Br:12])=[CH:7][C:3]=1[C:4]([O:6][CH3:13])=[O:5].